From a dataset of Buchwald-Hartwig C-N cross coupling reaction yields with 55,370 reactions. Predict the reaction yield, written as a fraction of the theoretical maximum amount of product (1.0 means a 100% yield; for example, 0.34 means a 34% yield). (1) The reactants are COc1ccc(I)cc1.Cc1ccc(N)cc1.O=S(=O)(O[Pd]1c2ccccc2-c2ccccc2N~1)C(F)(F)F.CC(C)c1cc(C(C)C)c(-c2ccccc2P(C(C)(C)C)C(C)(C)C)c(C(C)C)c1.CCN=P(N=P(N(C)C)(N(C)C)N(C)C)(N(C)C)N(C)C.CCOC(=O)c1ccon1. No catalyst specified. The product is COc1ccc(Nc2ccc(C)cc2)cc1. The yield is 0.0297. (2) The reactants are Brc1ccccn1.Cc1ccc(N)cc1.O=S(=O)(O[Pd]1c2ccccc2-c2ccccc2N~1)C(F)(F)F.CC(C)c1cc(C(C)C)c(-c2ccccc2P(C(C)(C)C)C(C)(C)C)c(C(C)C)c1.CN(C)C(=NC(C)(C)C)N(C)C.Cc1ccon1. No catalyst specified. The product is Cc1ccc(Nc2ccccn2)cc1. The yield is 0.884. (3) The reactants are CCc1ccc(I)cc1.Cc1ccc(N)cc1.O=S(=O)(O[Pd]1c2ccccc2-c2ccccc2N~1)C(F)(F)F.CC(C)c1cc(C(C)C)c(-c2ccccc2P(C(C)(C)C)C(C)(C)C)c(C(C)C)c1.CN1CCCN2CCCN=C12.CCOC(=O)c1cc(OC)no1. No catalyst specified. The product is CCc1ccc(Nc2ccc(C)cc2)cc1. The yield is 0.680. (4) The reactants are Clc1cccnc1.Cc1ccc(N)cc1.O=S(=O)(O[Pd]1c2ccccc2-c2ccccc2N~1)C(F)(F)F.COc1ccc(OC)c(P([C@]23C[C@H]4C[C@H](C[C@H](C4)C2)C3)[C@]23C[C@H]4C[C@H](C[C@H](C4)C2)C3)c1-c1c(C(C)C)cc(C(C)C)cc1C(C)C.CCN=P(N=P(N(C)C)(N(C)C)N(C)C)(N(C)C)N(C)C.Fc1cccc(F)c1-c1ccno1. No catalyst specified. The product is Cc1ccc(Nc2cccnc2)cc1. The yield is 0.147. (5) The reactants are COc1ccc(Cl)cc1.Cc1ccc(N)cc1.O=S(=O)(O[Pd]1c2ccccc2-c2ccccc2N~1)C(F)(F)F.COc1ccc(OC)c(P([C@]23C[C@H]4C[C@H](C[C@H](C4)C2)C3)[C@]23C[C@H]4C[C@H](C[C@H](C4)C2)C3)c1-c1c(C(C)C)cc(C(C)C)cc1C(C)C.CN1CCCN2CCCN=C12.COC(=O)c1ccno1. No catalyst specified. The product is COc1ccc(Nc2ccc(C)cc2)cc1. The yield is 0.0106. (6) The reactants are COc1ccc(Br)cc1.Cc1ccc(N)cc1.O=S(=O)(O[Pd]1c2ccccc2-c2ccccc2N~1)C(F)(F)F.CC(C)c1cc(C(C)C)c(-c2ccccc2P(C(C)(C)C)C(C)(C)C)c(C(C)C)c1.CCN=P(N=P(N(C)C)(N(C)C)N(C)C)(N(C)C)N(C)C.c1ccc(-c2ccon2)cc1. No catalyst specified. The product is COc1ccc(Nc2ccc(C)cc2)cc1. The yield is 0.509. (7) The reactants are CCc1ccc(Br)cc1.Cc1ccc(N)cc1.O=S(=O)(O[Pd]1c2ccccc2-c2ccccc2N~1)C(F)(F)F.CC(C)c1cc(C(C)C)c(-c2ccccc2P(C2CCCCC2)C2CCCCC2)c(C(C)C)c1.CN(C)C(=NC(C)(C)C)N(C)C.c1ccc2oncc2c1. No catalyst specified. The product is CCc1ccc(Nc2ccc(C)cc2)cc1. The yield is 0.0838. (8) The reactants are Brc1cccnc1.Cc1ccc(N)cc1.O=S(=O)(O[Pd]1c2ccccc2-c2ccccc2N~1)C(F)(F)F.COc1ccc(OC)c(P([C@]23C[C@H]4C[C@H](C[C@H](C4)C2)C3)[C@]23C[C@H]4C[C@H](C[C@H](C4)C2)C3)c1-c1c(C(C)C)cc(C(C)C)cc1C(C)C.CN(C)C(=NC(C)(C)C)N(C)C.Cc1ccon1. No catalyst specified. The product is Cc1ccc(Nc2cccnc2)cc1. The yield is 0.839.